From a dataset of Peptide-MHC class I binding affinity with 185,985 pairs from IEDB/IMGT. Regression. Given a peptide amino acid sequence and an MHC pseudo amino acid sequence, predict their binding affinity value. This is MHC class I binding data. The peptide sequence is ETDRWGLTK. The MHC is HLA-A33:01 with pseudo-sequence HLA-A33:01. The binding affinity (normalized) is 0.0149.